From a dataset of Catalyst prediction with 721,799 reactions and 888 catalyst types from USPTO. Predict which catalyst facilitates the given reaction. (1) Reactant: [Br:1][C:2]1[C:3]([O:12][CH2:13][CH:14]2[CH2:18][CH2:17][CH2:16][O:15]2)=[CH:4][C:5]2[S:9][C:8]([NH2:10])=[N:7][C:6]=2[CH:11]=1.[CH2:19]([N:21]=[C:22]=[O:23])[CH3:20]. Product: [Br:1][C:2]1[C:3]([O:12][CH2:13][CH:14]2[CH2:18][CH2:17][CH2:16][O:15]2)=[CH:4][C:5]2[S:9][C:8]([NH:10][C:22]([NH:21][CH2:19][CH3:20])=[O:23])=[N:7][C:6]=2[CH:11]=1. The catalyst class is: 12. (2) Reactant: [Cl:1][C:2]1[C:3]([O:11][CH3:12])=[CH:4][C:5]([OH:10])=[C:6]([CH:9]=1)[CH:7]=O.C(=O)([O-])[O-].[Cs+].[Cs+].N#N.Cl[CH2:22][C:23](=[O:25])[CH3:24]. Product: [Cl:1][C:2]1[C:3]([O:11][CH3:12])=[CH:4][C:5]2[O:10][C:22]([C:23](=[O:25])[CH3:24])=[CH:7][C:6]=2[CH:9]=1. The catalyst class is: 85. (3) Reactant: [Br:1][C:2]1[O:3][C:4]2[CH:12]=[CH:11][C:10]([S:13](Cl)(=[O:15])=[O:14])=[CH:9][C:5]=2[C:6]=1[CH2:7][Br:8].[O:17]1[CH:21]2[O:22][CH2:23][CH2:24][CH:20]2[CH:19]([O:25][C:26](=[O:44])[NH:27][CH:28]([CH2:37][C:38]2[CH:43]=[CH:42][CH:41]=[CH:40][CH:39]=2)[CH:29]([OH:36])[CH2:30][NH:31][CH2:32][CH:33]([CH3:35])[CH3:34])[CH2:18]1.C([O-])(O)=O.[Na+]. Product: [O:17]1[CH:21]2[O:22][CH2:23][CH2:24][CH:20]2[CH:19]([O:25][C:26](=[O:44])[NH:27][CH:28]([CH2:37][C:38]2[CH:39]=[CH:40][CH:41]=[CH:42][CH:43]=2)[CH:29]([OH:36])[CH2:30][N:31]([S:13]([C:10]2[CH:11]=[CH:12][C:4]3[O:3][C:2]([Br:1])=[C:6]([CH2:7][Br:8])[C:5]=3[CH:9]=2)(=[O:15])=[O:14])[CH2:32][CH:33]([CH3:35])[CH3:34])[CH2:18]1. The catalyst class is: 2. (4) Reactant: [OH:1][N:2]1[C:6](=[O:7])[C:5]2=[CH:8][CH:9]=[CH:10][CH:11]=[C:4]2[C:3]1=[O:12].CCN(CC)CC.[F:20][C:21]([F:35])([F:34])[C:22]1[CH:29]=[CH:28][C:27]([C:30]([F:33])([F:32])[F:31])=[CH:26][C:23]=1[CH2:24]Br.CO. Product: [F:20][C:21]([F:34])([F:35])[C:22]1[CH:29]=[CH:28][C:27]([C:30]([F:33])([F:31])[F:32])=[CH:26][C:23]=1[CH2:24][O:1][N:2]1[C:3](=[O:12])[C:4]2=[CH:11][CH:10]=[CH:9][CH:8]=[C:5]2[C:6]1=[O:7]. The catalyst class is: 18. (5) Reactant: [OH:1][C:2]1([C:31](O)=[O:32])[CH2:7][CH2:6][CH:5]([N:8]2[C:16]([NH:17][C:18]3[C:23]([F:24])=[CH:22][C:21]([F:25])=[CH:20][C:19]=3[F:26])=[N:15][C:14]3[C:9]2=[N:10][C:11]([NH:27][CH:28]([CH3:30])[CH3:29])=[N:12][CH:13]=3)[CH2:4][CH2:3]1.[CH:34]1([NH2:39])[CH2:38][CH2:37][CH2:36][CH2:35]1.C(NC(C)C)(C)C.F[P-](F)(F)(F)(F)F.N1(O[P+](N(C)C)(N(C)C)N(C)C)C2C=CC=CC=2N=N1. Product: [CH:34]1([NH:39][C:31]([C:2]2([OH:1])[CH2:7][CH2:6][CH:5]([N:8]3[C:16]([NH:17][C:18]4[C:23]([F:24])=[CH:22][C:21]([F:25])=[CH:20][C:19]=4[F:26])=[N:15][C:14]4[C:9]3=[N:10][C:11]([NH:27][CH:28]([CH3:30])[CH3:29])=[N:12][CH:13]=4)[CH2:4][CH2:3]2)=[O:32])[CH2:38][CH2:37][CH2:36][CH2:35]1. The catalyst class is: 1. (6) Reactant: [Br:1][C:2]1[C:3]([Cl:17])=[C:4]2[C:9](=[C:10]([CH3:12])[CH:11]=1)[NH:8][C:7]([CH3:14])([CH3:13])[CH2:6][C:5]2(O)[CH3:15].C(=O)(O)[O-].[Na+]. Product: [Br:1][C:2]1[C:3]([Cl:17])=[C:4]2[C:9](=[C:10]([CH3:12])[CH:11]=1)[NH:8][C:7]([CH3:13])([CH3:14])[CH:6]=[C:5]2[CH3:15]. The catalyst class is: 330. (7) Reactant: Cl[C:2]1[C:11]2[C:6](=[CH:7][C:8]([O:14][CH3:15])=[C:9]([O:12][CH3:13])[CH:10]=2)[N:5]=[CH:4][N:3]=1.[C:16]([C:20]1[Se:24][C:23]([C:25]([NH2:27])=[O:26])=[C:22]([OH:28])[CH:21]=1)([CH3:19])([CH3:18])[CH3:17].[OH-].[Na+]. Product: [CH3:13][O:12][C:9]1[CH:10]=[C:11]2[C:6](=[CH:7][C:8]=1[O:14][CH3:15])[N:5]=[CH:4][N:3]=[C:2]2[O:28][C:22]1[CH:21]=[C:20]([C:16]([CH3:19])([CH3:17])[CH3:18])[Se:24][C:23]=1[C:25]([NH2:27])=[O:26]. The catalyst class is: 3. (8) Reactant: [Br:1][C:2]1[C:3](O)=[N:4][CH:5]=[N:6][C:7]=1[C:8]([F:11])([F:10])[F:9].P(Cl)(Cl)([Cl:15])=O. Product: [Br:1][C:2]1[C:3]([Cl:15])=[N:4][CH:5]=[N:6][C:7]=1[C:8]([F:11])([F:10])[F:9]. The catalyst class is: 6. (9) Product: [CH:1]1([O:3][C:4]2[CH:5]=[C:6]([CH2:14][O:15][Si:16]([CH:17]([CH3:18])[CH3:19])([CH:23]([CH3:25])[CH3:24])[CH:20]([CH3:22])[CH3:21])[CH:7]=[CH:8][C:9]=2[O:10][CH:11]([F:12])[F:13])[CH2:27][CH2:2]1. The catalyst class is: 4. Reactant: [CH:1]([O:3][C:4]1[CH:5]=[C:6]([CH2:14][O:15][Si:16]([CH:23]([CH3:25])[CH3:24])([CH:20]([CH3:22])[CH3:21])[CH:17]([CH3:19])[CH3:18])[CH:7]=[CH:8][C:9]=1[O:10][CH:11]([F:13])[F:12])=[CH2:2].Cl[CH2:27]I.C([Zn]CC)C. (10) Reactant: [CH:1]([Mg]Br)=[CH2:2].C[Si](Cl)(C)C.[C:10]1([C@@H:16]2[N:20]3[C:21](=[O:24])[CH:22]=[CH:23][C@H:19]3[CH2:18][O:17]2)[CH:15]=[CH:14][CH:13]=[CH:12][CH:11]=1.[NH4+].[Cl-].[OH-].[NH4+]. Product: [C:10]1([C@@H:16]2[N:20]3[C:21](=[O:24])[CH2:22][C@H:23]([CH:1]=[CH2:2])[C@H:19]3[CH2:18][O:17]2)[CH:11]=[CH:12][CH:13]=[CH:14][CH:15]=1. The catalyst class is: 332.